Dataset: Reaction yield outcomes from USPTO patents with 853,638 reactions. Task: Predict the reaction yield, written as a fraction of the theoretical maximum amount of product (1.0 means a 100% yield; for example, 0.34 means a 34% yield). (1) The reactants are [NH2:1][C:2]1[CH:3]=[C:4]([C:8]2[C:16]([C:17]3[CH:22]=[CH:21][N:20]=[C:19]([NH:23][C:24]4[CH:29]=[CH:28][CH:27]=[C:26]([O:30][CH2:31][CH2:32][N:33]([CH2:36][CH3:37])[CH2:34][CH3:35])[CH:25]=4)[N:18]=3)=[C:11]3[CH:12]=[CH:13][CH:14]=[CH:15][N:10]3[N:9]=2)[CH:5]=[CH:6][CH:7]=1.[S:38]1[CH:42]=[CH:41][CH:40]=[C:39]1[CH2:43][C:44](Cl)=[O:45]. No catalyst specified. The product is [CH2:34]([N:33]([CH2:36][CH3:37])[CH2:32][CH2:31][O:30][C:26]1[CH:25]=[C:24]([NH:23][C:19]2[N:18]=[C:17]([C:16]3[C:8]([C:4]4[CH:3]=[C:2]([NH:1][C:44](=[O:45])[CH2:43][C:39]5[S:38][CH:42]=[CH:41][CH:40]=5)[CH:7]=[CH:6][CH:5]=4)=[N:9][N:10]4[CH:15]=[CH:14][CH:13]=[CH:12][C:11]=34)[CH:22]=[CH:21][N:20]=2)[CH:29]=[CH:28][CH:27]=1)[CH3:35]. The yield is 0.490. (2) The reactants are [N:1]1[CH:6]=[CH:5][C:4]([NH2:7])=[N:3][CH:2]=1.Br[C:9]1[C:10](=[O:17])[N:11]([CH3:16])[CH:12]=[C:13]([Br:15])[CH:14]=1.CC1(C)C2C(=C(P(C3C=CC=CC=3)C3C=CC=CC=3)C=CC=2)OC2C(P(C3C=CC=CC=3)C3C=CC=CC=3)=CC=CC1=2.C(=O)([O-])[O-].[Cs+].[Cs+]. The catalyst is O1CCOCC1.C(Cl)Cl.C1C=CC(/C=C/C(/C=C/C2C=CC=CC=2)=O)=CC=1.C1C=CC(/C=C/C(/C=C/C2C=CC=CC=2)=O)=CC=1.C1C=CC(/C=C/C(/C=C/C2C=CC=CC=2)=O)=CC=1.[Pd].[Pd]. The product is [Br:15][C:13]1[CH:14]=[C:9]([NH:7][C:4]2[CH:5]=[CH:6][N:1]=[CH:2][N:3]=2)[C:10](=[O:17])[N:11]([CH3:16])[CH:12]=1. The yield is 0.490.